This data is from Full USPTO retrosynthesis dataset with 1.9M reactions from patents (1976-2016). The task is: Predict the reactants needed to synthesize the given product. Given the product [CH2:2]([N:33]1[CH2:34][CH2:35][CH:30]([C:28]2[CH:27]=[CH:26][C:23]3[C:24]4[N:18]([CH:17]=[C:16]([C:15]5[N:11]([CH:8]([CH3:10])[CH3:9])[N:12]=[CH:13][N:14]=5)[N:25]=4)[CH2:19][CH2:20][O:21][C:22]=3[CH:29]=2)[CH2:31][CH2:32]1)[CH3:3], predict the reactants needed to synthesize it. The reactants are: F[C:2](F)(F)[C:3](O)=O.[CH:8]([N:11]1[C:15]([C:16]2[N:25]=[C:24]3[N:18]([CH2:19][CH2:20][O:21][C:22]4[CH:29]=[C:28]([CH:30]5[CH2:35][CH2:34][NH:33][CH2:32][CH2:31]5)[CH:27]=[CH:26][C:23]=43)[CH:17]=2)=[N:14][CH:13]=[N:12]1)([CH3:10])[CH3:9].C(=O)C.N1C(O[BH3-])=NN=1.[Na+].C(Cl)Cl.